Task: Predict which catalyst facilitates the given reaction.. Dataset: Catalyst prediction with 721,799 reactions and 888 catalyst types from USPTO (1) Reactant: [F:1][C:2]1[CH:3]=[C:4]([C:9]2([OH:14])[CH2:13][CH2:12][NH:11][CH2:10]2)[CH:5]=[C:6]([F:8])[CH:7]=1.C=O.[C:17](O)(=O)C(O)=O. Product: [F:1][C:2]1[CH:3]=[C:4]([C:9]2([OH:14])[CH2:13][CH2:12][N:11]([CH3:17])[CH2:10]2)[CH:5]=[C:6]([F:8])[CH:7]=1. The catalyst class is: 106. (2) Reactant: [CH3:1][C:2]([CH3:9])([CH3:8])[C:3](=O)[CH2:4][C:5]#[N:6].Cl.[C:11]([NH:15][NH2:16])([CH3:14])([CH3:13])[CH3:12].C(=O)([O-])[O-].[K+].[K+]. Product: [NH2:6][C:5]1[N:15]([C:11]([CH3:14])([CH3:13])[CH3:12])[N:16]=[C:3]([C:2]([CH3:9])([CH3:8])[CH3:1])[CH:4]=1. The catalyst class is: 8.